This data is from NCI-60 drug combinations with 297,098 pairs across 59 cell lines. The task is: Regression. Given two drug SMILES strings and cell line genomic features, predict the synergy score measuring deviation from expected non-interaction effect. (1) Drug 1: CS(=O)(=O)C1=CC(=C(C=C1)C(=O)NC2=CC(=C(C=C2)Cl)C3=CC=CC=N3)Cl. Drug 2: CC1=C(C(CCC1)(C)C)C=CC(=CC=CC(=CC(=O)O)C)C. Cell line: NCI/ADR-RES. Synergy scores: CSS=0.858, Synergy_ZIP=-1.70, Synergy_Bliss=-2.81, Synergy_Loewe=-4.94, Synergy_HSA=-4.92. (2) Drug 1: CCCS(=O)(=O)NC1=C(C(=C(C=C1)F)C(=O)C2=CNC3=C2C=C(C=N3)C4=CC=C(C=C4)Cl)F. Drug 2: C1CCC(C1)C(CC#N)N2C=C(C=N2)C3=C4C=CNC4=NC=N3. Cell line: DU-145. Synergy scores: CSS=3.38, Synergy_ZIP=0.415, Synergy_Bliss=4.32, Synergy_Loewe=-2.98, Synergy_HSA=1.34. (3) Drug 1: CC1=C2C(C(=O)C3(C(CC4C(C3C(C(C2(C)C)(CC1OC(=O)C(C(C5=CC=CC=C5)NC(=O)OC(C)(C)C)O)O)OC(=O)C6=CC=CC=C6)(CO4)OC(=O)C)OC)C)OC. Drug 2: C1C(C(OC1N2C=C(C(=O)NC2=O)F)CO)O. Cell line: HOP-92. Synergy scores: CSS=26.5, Synergy_ZIP=-14.5, Synergy_Bliss=-17.2, Synergy_Loewe=-7.58, Synergy_HSA=-6.49. (4) Drug 1: CC1OCC2C(O1)C(C(C(O2)OC3C4COC(=O)C4C(C5=CC6=C(C=C35)OCO6)C7=CC(=C(C(=C7)OC)O)OC)O)O. Drug 2: C1C(C(OC1N2C=C(C(=O)NC2=O)F)CO)O. Cell line: RPMI-8226. Synergy scores: CSS=57.1, Synergy_ZIP=-13.6, Synergy_Bliss=-17.2, Synergy_Loewe=-7.75, Synergy_HSA=-6.50. (5) Drug 1: CCC1(CC2CC(C3=C(CCN(C2)C1)C4=CC=CC=C4N3)(C5=C(C=C6C(=C5)C78CCN9C7C(C=CC9)(C(C(C8N6C)(C(=O)OC)O)OC(=O)C)CC)OC)C(=O)OC)O.OS(=O)(=O)O. Drug 2: CC1=C2C(C(=O)C3(C(CC4C(C3C(C(C2(C)C)(CC1OC(=O)C(C(C5=CC=CC=C5)NC(=O)OC(C)(C)C)O)O)OC(=O)C6=CC=CC=C6)(CO4)OC(=O)C)O)C)O. Cell line: SR. Synergy scores: CSS=2.14, Synergy_ZIP=-3.40, Synergy_Bliss=-4.02, Synergy_Loewe=-6.48, Synergy_HSA=-4.80. (6) Synergy scores: CSS=35.8, Synergy_ZIP=10.6, Synergy_Bliss=11.3, Synergy_Loewe=-12.1, Synergy_HSA=8.81. Cell line: HOP-62. Drug 1: CS(=O)(=O)C1=CC(=C(C=C1)C(=O)NC2=CC(=C(C=C2)Cl)C3=CC=CC=N3)Cl. Drug 2: CC1=C2C(C(=O)C3(C(CC4C(C3C(C(C2(C)C)(CC1OC(=O)C(C(C5=CC=CC=C5)NC(=O)OC(C)(C)C)O)O)OC(=O)C6=CC=CC=C6)(CO4)OC(=O)C)O)C)O. (7) Drug 1: CCC1(CC2CC(C3=C(CCN(C2)C1)C4=CC=CC=C4N3)(C5=C(C=C6C(=C5)C78CCN9C7C(C=CC9)(C(C(C8N6C=O)(C(=O)OC)O)OC(=O)C)CC)OC)C(=O)OC)O.OS(=O)(=O)O. Drug 2: CC1=C(C=C(C=C1)C(=O)NC2=CC(=CC(=C2)C(F)(F)F)N3C=C(N=C3)C)NC4=NC=CC(=N4)C5=CN=CC=C5. Cell line: SW-620. Synergy scores: CSS=21.3, Synergy_ZIP=10.1, Synergy_Bliss=6.96, Synergy_Loewe=-13.4, Synergy_HSA=3.56.